From a dataset of Catalyst prediction with 721,799 reactions and 888 catalyst types from USPTO. Predict which catalyst facilitates the given reaction. (1) Reactant: [CH3:1][O:2][C:3]1[CH:4]=[C:5]([CH:8]=[CH:9][CH:10]=1)[CH:6]=O.[O:11]1[C:15]2([CH2:20][CH2:19][NH:18][CH2:17][CH2:16]2)[O:14][CH2:13][CH2:12]1.C(O[BH-](OC(=O)C)OC(=O)C)(=O)C.[Na+].C(O)(=O)C.C(=O)([O-])[O-].[Na+].[Na+]. Product: [CH3:1][O:2][C:3]1[CH:4]=[C:5]([CH:8]=[CH:9][CH:10]=1)[CH2:6][N:18]1[CH2:19][CH2:20][C:15]2([O:14][CH2:13][CH2:12][O:11]2)[CH2:16][CH2:17]1. The catalyst class is: 26. (2) Reactant: [N:1]1([CH2:6][CH2:7][N:8]2[CH:12]=[C:11]([CH:13]3[CH2:18][CH2:17][O:16][CH2:15][CH2:14]3)[N:10]=[C:9]2[CH:19]2[CH2:24][CH2:23][N:22](C(OC(C)(C)C)=O)[CH2:21][CH2:20]2)[CH2:5][CH2:4][CH2:3][CH2:2]1.ClCCl.Cl.O1CCOCC1. Product: [O:16]1[CH2:15][CH2:14][CH:13]([C:11]2[N:10]=[C:9]([CH:19]3[CH2:20][CH2:21][NH:22][CH2:23][CH2:24]3)[N:8]([CH2:7][CH2:6][N:1]3[CH2:2][CH2:3][CH2:4][CH2:5]3)[CH:12]=2)[CH2:18][CH2:17]1. The catalyst class is: 5. (3) Reactant: [F:1][C:2]1[CH:7]=[CH:6][C:5]([C:8](=[O:15])[CH2:9][C:10]([O:12][CH2:13][CH3:14])=[O:11])=[CH:4][CH:3]=1.[F:16][C:17]([F:27])([F:26])[C:18]1[CH:19]=[C:20]([CH:23]=[CH:24][CH:25]=1)[CH2:21]Cl.C(=O)([O-])[O-].[K+].[K+]. Product: [F:1][C:2]1[CH:3]=[CH:4][C:5]([C:8](=[O:15])[CH:9]([CH2:21][C:20]2[CH:23]=[CH:24][CH:25]=[C:18]([C:17]([F:16])([F:26])[F:27])[CH:19]=2)[C:10]([O:12][CH2:13][CH3:14])=[O:11])=[CH:6][CH:7]=1. The catalyst class is: 10. (4) Reactant: [OH:1][C:2]1[CH:11]=[C:10]2[C:5]([C:6]([O:12][C:13]3[CH:14]=[C:15]4[C:19](=[CH:20][CH:21]=3)[NH:18][C:17]([CH3:22])=[CH:16]4)=[N:7][CH:8]=[N:9]2)=[CH:4][C:3]=1[O:23][CH3:24].C(=O)([O-])[O-].[K+].[K+].CC1C=CC(S(O[CH2:42][C@@H:43]2[O:45][CH2:44]2)(=O)=O)=CC=1. Product: [CH3:24][O:23][C:3]1[CH:4]=[C:5]2[C:10](=[CH:11][C:2]=1[O:1][CH2:42][C@H:43]1[CH2:44][O:45]1)[N:9]=[CH:8][N:7]=[C:6]2[O:12][C:13]1[CH:14]=[C:15]2[C:19](=[CH:20][CH:21]=1)[NH:18][C:17]([CH3:22])=[CH:16]2. The catalyst class is: 3. (5) Reactant: Cl[C:2]1[N:11]=[C:10]([N:12]2[CH2:17][CH2:16][O:15][CH2:14][CH2:13]2)[C:9]2[C:4](=[C:5]([O:37][CH3:38])[CH:6]=[C:7]([C:18]3[C:19]([F:36])=[C:20]([NH:24][S:25]([C:28]4[C:33]([F:34])=[CH:32][CH:31]=[CH:30][C:29]=4[F:35])(=[O:27])=[O:26])[CH:21]=[CH:22][CH:23]=3)[CH:8]=2)[N:3]=1.CN(C)C=O.[CH3:44][NH:45][C:46]([NH:48][C:49]1[CH:54]=[CH:53][C:52](B2OC(C)(C)C(C)(C)O2)=[CH:51][CH:50]=1)=[O:47].C(=O)([O-])[O-].[Na+].[Na+]. Product: [F:35][C:29]1[CH:30]=[CH:31][CH:32]=[C:33]([F:34])[C:28]=1[S:25]([NH:24][C:20]1[CH:21]=[CH:22][CH:23]=[C:18]([C:7]2[CH:8]=[C:9]3[C:4](=[C:5]([O:37][CH3:38])[CH:6]=2)[N:3]=[C:2]([C:52]2[CH:51]=[CH:50][C:49]([NH:48][C:46]([NH:45][CH3:44])=[O:47])=[CH:54][CH:53]=2)[N:11]=[C:10]3[N:12]2[CH2:17][CH2:16][O:15][CH2:14][CH2:13]2)[C:19]=1[F:36])(=[O:26])=[O:27]. The catalyst class is: 189. (6) Reactant: ClC(OCC(C)C)=O.[NH:9]([C:29]([O:31][C:32]([CH3:35])([CH3:34])[CH3:33])=[O:30])[C@H:10]([C:26]([OH:28])=O)[CH2:11][CH2:12][CH2:13][CH2:14][NH:15][C:16]([O:18][CH2:19][C:20]1[CH:25]=[CH:24][CH:23]=[CH:22][CH:21]=1)=[O:17].CN1CCOCC1.[NH2:43][C@H:44]([C:49]([NH:51][C@H:52]([C:57]([O:59][CH3:60])=[O:58])[CH2:53][CH:54]([CH3:56])[CH3:55])=[O:50])[CH2:45][CH:46]([CH3:48])[CH3:47].Cl. Product: [NH:9]([C:29]([O:31][C:32]([CH3:35])([CH3:34])[CH3:33])=[O:30])[C@H:10]([C:26]([NH:43][C@H:44]([C:49]([NH:51][C@H:52]([C:57]([O:59][CH3:60])=[O:58])[CH2:53][CH:54]([CH3:55])[CH3:56])=[O:50])[CH2:45][CH:46]([CH3:47])[CH3:48])=[O:28])[CH2:11][CH2:12][CH2:13][CH2:14][NH:15][C:16]([O:18][CH2:19][C:20]1[CH:21]=[CH:22][CH:23]=[CH:24][CH:25]=1)=[O:17]. The catalyst class is: 13.